Predict the reaction yield, written as a fraction of the theoretical maximum amount of product (1.0 means a 100% yield; for example, 0.34 means a 34% yield). From a dataset of Reaction yield outcomes from USPTO patents with 853,638 reactions. (1) The reactants are C([N:3]1[CH:7]=[CH:6][N:5]=[CH:4]1)([N:3]1[CH:7]=[CH:6][N:5]=[CH:4]1)=O.O[CH:14]([C:18]1[CH:23]=[CH:22][C:21]([NH:24][C:25](=[O:27])[CH3:26])=[CH:20][CH:19]=1)[CH:15]([CH3:17])[CH3:16]. The catalyst is O1CCCC1. The product is [N:3]1([CH:14]([C:18]2[CH:23]=[CH:22][C:21]([NH:24][C:25](=[O:27])[CH3:26])=[CH:20][CH:19]=2)[CH:15]([CH3:17])[CH3:16])[CH:7]=[CH:6][N:5]=[CH:4]1. The yield is 0.670. (2) The reactants are [CH:1]1[C:9]2[C:8]3[CH:10]=[CH:11][CH:12]=[CH:13][C:7]=3[O:6][C:5]=2[C:4]([C:14]2[CH:19]=[CH:18][C:17]([C:20]([CH3:22])=[CH2:21])=[CH:16][N:15]=2)=[CH:3][CH:2]=1. The catalyst is [Pd].[Pt].CCO. The product is [CH:1]1[C:9]2[C:8]3[CH:10]=[CH:11][CH:12]=[CH:13][C:7]=3[O:6][C:5]=2[C:4]([C:14]2[CH:19]=[CH:18][C:17]([CH:20]([CH3:22])[CH3:21])=[CH:16][N:15]=2)=[CH:3][CH:2]=1. The yield is 0.990. (3) The reactants are COC(=O)C([C:10]([C:12]1[C:29]2=[C:30]3[C:19](C4C5C(=[CH:25][CH:26]=[CH:27][C:28]2=5)C=CC=4)=[CH:18][CH:17]=[CH:16][C:15]3=[CH:14][CH:13]=1)=[O:11])CCCCC.[CH3:33][O:34][C:35](=[O:60])[CH:36]([C:38]([C:40]1C2=C3C(C4C5C(=CC=CC2=5)C=CC=4)=CC=C[C:43]3=[CH:42][CH:41]=1)=O)C.[Cl-].COC(=O)CCC[CH2:68][CH2:69][CH2:70][CH2:71][CH2:72][C:73](O)=O.C1C2=C3C(C4C5C(=CC=CC2=5)C=CC=4)=CC=CC3=CC=1. No catalyst specified. The product is [CH3:33][O:34][C:35](=[O:60])[CH2:36][CH2:38][CH2:40][CH2:41][CH2:42][CH2:43][C:10]([C:12]1[CH:13]=[CH:14][C:15]2[C:16]3[CH:17]=[CH:18][CH:19]=[C:68]4[C:69]=3[C:70]([C:25]3[C:30]=2[C:29]=1[CH:28]=[CH:27][CH:26]=3)=[CH:71][CH:72]=[CH:73]4)=[O:11]. The yield is 0.737. (4) The reactants are [Cl:1][C:2]1[CH:7]=[CH:6][C:5]([O:8][C:9]2[CH:14]=[CH:13][C:12]([CH2:15][CH2:16][OH:17])=[CH:11][C:10]=2[F:18])=[CH:4][C:3]=1[C:19]([F:22])([F:21])[F:20].[N:23]#[C:24][NH2:25].[F:26][C:27]([F:33])([F:32])[S:28]([OH:31])(=[O:30])=[O:29]. The catalyst is C1COCC1. The product is [OH:31][S:28]([C:27]([F:33])([F:32])[F:26])(=[O:30])=[O:29].[C:24](=[NH:23])([O:17][CH2:16][CH2:15][C:12]1[CH:13]=[CH:14][C:9]([O:8][C:5]2[CH:6]=[CH:7][C:2]([Cl:1])=[C:3]([C:19]([F:22])([F:20])[F:21])[CH:4]=2)=[C:10]([F:18])[CH:11]=1)[NH2:25]. The yield is 0.238. (5) The reactants are [NH:1]1[C:9]2[C:4](=[CH:5][CH:6]=[CH:7][CH:8]=2)[C:3]([CH2:10][C@H:11]([C:13]2[NH:14][CH:15]=[C:16]([C:18]3[CH:23]=[CH:22][CH:21]=[CH:20][CH:19]=3)[N:17]=2)[NH2:12])=[CH:2]1.Br[C:25]1[N:30]=[CH:29][CH:28]=[CH:27][N:26]=1. The catalyst is C(O)CCC. The product is [NH:1]1[C:9]2[C:4](=[CH:5][CH:6]=[CH:7][CH:8]=2)[C:3]([CH2:10][C@@H:11]([NH:12][C:25]2[N:30]=[CH:29][CH:28]=[CH:27][N:26]=2)[C:13]2[NH:14][CH:15]=[C:16]([C:18]3[CH:23]=[CH:22][CH:21]=[CH:20][CH:19]=3)[N:17]=2)=[CH:2]1. The yield is 0.200.